This data is from Catalyst prediction with 721,799 reactions and 888 catalyst types from USPTO. The task is: Predict which catalyst facilitates the given reaction. (1) Reactant: [OH:1][C@H:2]([C:32]1[CH:37]=[CH:36][C:35]([OH:38])=[C:34]([NH:39][S:40]([CH3:43])(=[O:42])=[O:41])[CH:33]=1)[CH2:3][NH:4][CH2:5][CH2:6][C:7]1[CH:31]=[CH:30][C:10]([NH:11][CH:12]2[CH2:17][CH2:16][N:15]([C:18]([C:20]3[CH:29]=[CH:28][C:23]([C:24]([O:26]C)=[O:25])=[CH:22][CH:21]=3)=[O:19])[CH2:14][CH2:13]2)=[CH:9][CH:8]=1.[OH-].[Na+]. Product: [OH:1][C@H:2]([C:32]1[CH:37]=[CH:36][C:35]([OH:38])=[C:34]([NH:39][S:40]([CH3:43])(=[O:41])=[O:42])[CH:33]=1)[CH2:3][NH:4][CH2:5][CH2:6][C:7]1[CH:31]=[CH:30][C:10]([NH:11][CH:12]2[CH2:17][CH2:16][N:15]([C:18]([C:20]3[CH:29]=[CH:28][C:23]([C:24]([OH:26])=[O:25])=[CH:22][CH:21]=3)=[O:19])[CH2:14][CH2:13]2)=[CH:9][CH:8]=1. The catalyst class is: 5. (2) Reactant: [C:1]1([N:7]2[C:11]3([CH2:16][CH2:15][NH:14][CH2:13][CH2:12]3)[C:10](=[O:17])[NH:9][CH2:8]2)[CH:6]=[CH:5][CH:4]=[CH:3][CH:2]=1.N1C=CC=CC=1.Cl[C:25]([O:27][CH2:28][C:29]1[CH:34]=[CH:33][CH:32]=[CH:31][CH:30]=1)=[O:26]. Product: [O:17]=[C:10]1[C:11]2([CH2:12][CH2:13][N:14]([C:25]([O:27][CH2:28][C:29]3[CH:34]=[CH:33][CH:32]=[CH:31][CH:30]=3)=[O:26])[CH2:15][CH2:16]2)[N:7]([C:1]2[CH:2]=[CH:3][CH:4]=[CH:5][CH:6]=2)[CH2:8][NH:9]1. The catalyst class is: 4. (3) Reactant: [H-].[Na+].[NH:3]1[CH:7]=[CH:6][C:5]([CH:8]=[O:9])=[CH:4]1.[C:10]([C:14]1[N:18]([CH2:19][CH:20]2[CH2:25][CH2:24][CH:23]([F:26])[CH2:22][CH2:21]2)[C:17]2[CH:27]=[CH:28][C:29]([S:31](Cl)(=[O:33])=[O:32])=[CH:30][C:16]=2[N:15]=1)([CH3:13])([CH3:12])[CH3:11]. Product: [C:10]([C:14]1[N:18]([CH2:19][CH:20]2[CH2:21][CH2:22][CH:23]([F:26])[CH2:24][CH2:25]2)[C:17]2[CH:27]=[CH:28][C:29]([S:31]([N:3]3[CH:7]=[CH:6][C:5]([CH:8]=[O:9])=[CH:4]3)(=[O:32])=[O:33])=[CH:30][C:16]=2[N:15]=1)([CH3:13])([CH3:11])[CH3:12]. The catalyst class is: 1. (4) Reactant: [F:1][C:2]1[CH:3]=[C:4]([C:9]2[CH:17]=[CH:16][C:12]([C:13]([OH:15])=O)=[CH:11][N:10]=2)[CH:5]=[C:6]([F:8])[CH:7]=1.[O:18]1[C:27]2[C:22](=[CH:23][CH:24]=[CH:25][CH:26]=2)[CH2:21][CH:20]([CH2:28][NH2:29])[CH2:19]1.CN(C(ON1N=NC2C=CC=NC1=2)=[N+](C)C)C.F[P-](F)(F)(F)(F)F.C(NC(C)C)(C)C. Product: [F:8][C:6]1[CH:5]=[C:4]([C:9]2[CH:17]=[CH:16][C:12]([C:13]([NH:29][CH2:28][CH:20]3[CH2:21][C:22]4[C:27](=[CH:26][CH:25]=[CH:24][CH:23]=4)[O:18][CH2:19]3)=[O:15])=[CH:11][N:10]=2)[CH:3]=[C:2]([F:1])[CH:7]=1. The catalyst class is: 10.